This data is from Reaction yield outcomes from USPTO patents with 853,638 reactions. The task is: Predict the reaction yield, written as a fraction of the theoretical maximum amount of product (1.0 means a 100% yield; for example, 0.34 means a 34% yield). (1) The reactants are F[C:2]1[CH:7]=[CH:6][CH:5]=[CH:4][C:3]=1[N:8]1[C:12]([C:13]2[CH:18]=[CH:17][CH:16]=[CH:15][C:14]=2[OH:19])=[CH:11][CH:10]=[N:9]1.C([O-])([O-])=O.[K+].[K+].O. The catalyst is CN(C=O)C. The product is [N:9]1[N:8]2[C:3]3[CH:4]=[CH:5][CH:6]=[CH:7][C:2]=3[O:19][C:14]3[CH:15]=[CH:16][CH:17]=[CH:18][C:13]=3[C:12]2=[CH:11][CH:10]=1. The yield is 0.920. (2) The reactants are [CH3:1][C:2]1[NH:6][N:5]=[C:4]([NH2:7])[CH:3]=1.[I-].[K+].CCN(C(C)C)C(C)C.Cl[C:20]1[C:29]2[C:24](=[CH:25][C:26]([F:30])=[CH:27][CH:28]=2)[N:23]=[C:22]([C:31]([C:33]2[CH:38]=[CH:37][C:36]([F:39])=[CH:35][CH:34]=2)=[O:32])[N:21]=1. The catalyst is CN(C=O)C. The product is [F:30][C:26]1[CH:25]=[C:24]2[C:29]([C:20]([NH:7][C:4]3[CH:3]=[C:2]([CH3:1])[NH:6][N:5]=3)=[N:21][C:22]([C:31]([C:33]3[CH:38]=[CH:37][C:36]([F:39])=[CH:35][CH:34]=3)=[O:32])=[N:23]2)=[CH:28][CH:27]=1. The yield is 0.310. (3) The reactants are [Cl:1][C:2]1[CH:3]=[C:4]([CH:9]([NH2:14])[C:10]([F:13])([F:12])[F:11])[CH:5]=[CH:6][C:7]=1[Cl:8].[C:15](Cl)(=[O:26])[O:16][C:17]1[CH:22]=[CH:21][C:20]([N+:23]([O-:25])=[O:24])=[CH:19][CH:18]=1.N1C=CC=CC=1.O. The catalyst is C(Cl)Cl. The product is [Cl:1][C:2]1[CH:3]=[C:4]([CH:9]([NH:14][C:15](=[O:26])[O:16][C:17]2[CH:18]=[CH:19][C:20]([N+:23]([O-:25])=[O:24])=[CH:21][CH:22]=2)[C:10]([F:11])([F:12])[F:13])[CH:5]=[CH:6][C:7]=1[Cl:8]. The yield is 0.900. (4) The reactants are [NH2:1][C:2]1[CH:10]=[C:9]2[C:5]([CH2:6][O:7][C:8]2=[C:11]2[C:19]3[C:14](=[CH:15][CH:16]=[C:17]([Cl:20])[CH:18]=3)[NH:13][C:12]2=[O:21])=[CH:4][CH:3]=1.N1C=CC=CC=1.[CH3:28][S:29](Cl)(=[O:31])=[O:30].O. The catalyst is C1COCC1. The product is [Cl:20][C:17]1[CH:18]=[C:19]2[C:14](=[CH:15][CH:16]=1)[NH:13][C:12](=[O:21])[C:11]2=[C:8]1[C:9]2[C:5](=[CH:4][CH:3]=[C:2]([NH:1][S:29]([CH3:28])(=[O:31])=[O:30])[CH:10]=2)[CH2:6][O:7]1. The yield is 0.810. (5) The reactants are O.[OH-].[Li+].[CH3:4][O:5][C:6]1[CH:11]=[CH:10][C:9](/[C:12](=[N:23]/[O:24][CH2:25][C:26]2[CH:31]=[CH:30][C:29]([O:32][CH2:33][C:34]3[N:35]=[C:36]([C:40]4[CH:45]=[CH:44][CH:43]=[CH:42][CH:41]=4)[O:37][C:38]=3[CH3:39])=[CH:28][CH:27]=2)/[CH2:13][CH2:14][CH2:15][CH2:16][CH2:17][CH2:18][C:19]([O:21]C)=[O:20])=[CH:8][CH:7]=1.O.Cl. The catalyst is O1CCCC1.CO. The product is [CH3:4][O:5][C:6]1[CH:7]=[CH:8][C:9](/[C:12](=[N:23]/[O:24][CH2:25][C:26]2[CH:31]=[CH:30][C:29]([O:32][CH2:33][C:34]3[N:35]=[C:36]([C:40]4[CH:41]=[CH:42][CH:43]=[CH:44][CH:45]=4)[O:37][C:38]=3[CH3:39])=[CH:28][CH:27]=2)/[CH2:13][CH2:14][CH2:15][CH2:16][CH2:17][CH2:18][C:19]([OH:21])=[O:20])=[CH:10][CH:11]=1. The yield is 0.930. (6) The reactants are [F:1][C:2]1[C:11]([N+:12]([O-])=O)=[CH:10][CH:9]=[C:8]([F:15])[C:3]=1[C:4]([O:6][CH3:7])=[O:5]. The catalyst is [Pd].CCO. The product is [NH2:12][C:11]1[C:2]([F:1])=[C:3]([C:8]([F:15])=[CH:9][CH:10]=1)[C:4]([O:6][CH3:7])=[O:5]. The yield is 0.990. (7) The reactants are Cl.Cl.[P:3]([OH:40])([OH:39])([O:5][CH2:6][CH2:7][N:8]([CH2:10][CH2:11][CH2:12][O:13][C:14]1[CH:15]=[CH:16][C:17]([C:28]2[CH:33]=[CH:32][CH:31]=[C:30]([S:34]([CH2:37][CH3:38])(=[O:36])=[O:35])[CH:29]=2)=[C:18]2[C:22]=1[NH:21][C:20]1[N:23]=[CH:24][C:25]([CH3:27])=[CH:26][C:19]2=1)[CH3:9])=[O:4].C12OC1CCCC2. The catalyst is CO. The product is [P:3]([OH:39])([OH:40])([O:5][CH2:6][CH2:7][N:8]([CH2:10][CH2:11][CH2:12][O:13][C:14]1[CH:15]=[CH:16][C:17]([C:28]2[CH:33]=[CH:32][CH:31]=[C:30]([S:34]([CH2:37][CH3:38])(=[O:35])=[O:36])[CH:29]=2)=[C:18]2[C:22]=1[NH:21][C:20]1[N:23]=[CH:24][C:25]([CH3:27])=[CH:26][C:19]2=1)[CH3:9])=[O:4]. The yield is 0.940. (8) The yield is 0.900. The product is [N:13]1[C:14]2[C:9](=[CH:8][C:7]([C:4]([NH2:1])([CH3:5])[CH3:6])=[CH:16][CH:15]=2)[CH:10]=[CH:11][CH:12]=1. The catalyst is C(O)C.[Pd]. The reactants are [N:1]([C:4]([C:7]1[CH:8]=[C:9]2[C:14](=[CH:15][CH:16]=1)[N:13]=[CH:12][CH:11]=[CH:10]2)([CH3:6])[CH3:5])=[N+]=[N-].[H][H]. (9) The reactants are [C:1]([O:5][C:6]([N:8]1[C@@:12]([CH3:16])([C:13]([OH:15])=O)[CH2:11][O:10][C:9]1([CH3:18])[CH3:17])=[O:7])([CH3:4])([CH3:3])[CH3:2].CN(C(ON1N=NC2C=CC=NC1=2)=[N+](C)C)C.F[P-](F)(F)(F)(F)F.CCN(C(C)C)C(C)C.[CH2:52]([S:60][C:61]1[CH:70]=[CH:69][C:64]([C:65]([NH:67][NH2:68])=[O:66])=[CH:63][C:62]=1[C:71]([F:74])([F:73])[F:72])[CH2:53][CH2:54][CH2:55][CH2:56][CH2:57][CH2:58][CH3:59].C([O-])(O)=O.[Na+]. The catalyst is CN(C=O)C.C1COCC1. The product is [CH3:17][C:9]1([CH3:18])[N:8]([C:6]([O:5][C:1]([CH3:2])([CH3:3])[CH3:4])=[O:7])[C@@:12]([CH3:16])([C:13]([NH:68][NH:67][C:65](=[O:66])[C:64]2[CH:69]=[CH:70][C:61]([S:60][CH2:52][CH2:53][CH2:54][CH2:55][CH2:56][CH2:57][CH2:58][CH3:59])=[C:62]([C:71]([F:72])([F:73])[F:74])[CH:63]=2)=[O:15])[CH2:11][O:10]1. The yield is 0.840. (10) The reactants are [F:1][C:2]1[CH:7]=[CH:6][CH:5]=[C:4]([F:8])[C:3]=1[N:9]1[C:14]2[N:15]=[C:16]([S:34][CH3:35])[N:17]=[C:18]([C:19]3[CH:20]=[C:21]([CH:30]=[CH:31][C:32]=3[CH3:33])[C:22]([NH:24][C:25]3[S:26][CH:27]=[CH:28][N:29]=3)=[O:23])[C:13]=2[CH2:12][NH:11][C:10]1=[O:36].C1C=C(Cl)C=C(C(OO)=[O:45])C=1. The catalyst is ClCCl. The product is [F:8][C:4]1[CH:5]=[CH:6][CH:7]=[C:2]([F:1])[C:3]=1[N:9]1[C:14]2[N:15]=[C:16]([S:34]([CH3:35])=[O:45])[N:17]=[C:18]([C:19]3[CH:20]=[C:21]([CH:30]=[CH:31][C:32]=3[CH3:33])[C:22]([NH:24][C:25]3[S:26][CH:27]=[CH:28][N:29]=3)=[O:23])[C:13]=2[CH2:12][NH:11][C:10]1=[O:36]. The yield is 0.950.